From a dataset of Forward reaction prediction with 1.9M reactions from USPTO patents (1976-2016). Predict the product of the given reaction. Given the reactants [CH3:1][O:2][C:3]1[CH:8]=[CH:7][CH:6]=[CH:5][C:4]=1[C:9]1[N:14]=[CH:13][N:12]=[C:11]([NH2:15])[CH:10]=1.[CH2:16]([O:23][C:24]([N:26]1[CH2:31][CH2:30][CH2:29][CH:28]([C:32](Cl)=[O:33])[CH2:27]1)=[O:25])[C:17]1[CH:22]=[CH:21][CH:20]=[CH:19][CH:18]=1.C(OCC)(=O)C, predict the reaction product. The product is: [CH2:16]([O:23][C:24]([N:26]1[CH2:31][CH2:30][CH2:29][CH:28]([C:32](=[O:33])[NH:15][C:11]2[CH:10]=[C:9]([C:4]3[CH:5]=[CH:6][CH:7]=[CH:8][C:3]=3[O:2][CH3:1])[N:14]=[CH:13][N:12]=2)[CH2:27]1)=[O:25])[C:17]1[CH:22]=[CH:21][CH:20]=[CH:19][CH:18]=1.